From a dataset of CYP2C19 inhibition data for predicting drug metabolism from PubChem BioAssay. Regression/Classification. Given a drug SMILES string, predict its absorption, distribution, metabolism, or excretion properties. Task type varies by dataset: regression for continuous measurements (e.g., permeability, clearance, half-life) or binary classification for categorical outcomes (e.g., BBB penetration, CYP inhibition). Dataset: cyp2c19_veith. The compound is COc1ccccc1CNc1ccnc(-c2c(C)noc2C)n1. The result is 1 (inhibitor).